The task is: Regression. Given a peptide amino acid sequence and an MHC pseudo amino acid sequence, predict their binding affinity value. This is MHC class II binding data.. This data is from Peptide-MHC class II binding affinity with 134,281 pairs from IEDB. (1) The peptide sequence is SVWPIRYWATGSVLL. The MHC is DRB3_0101 with pseudo-sequence DRB3_0101. The binding affinity (normalized) is 0.462. (2) The peptide sequence is FVVTGRVYCDPCRAG. The MHC is DRB1_0701 with pseudo-sequence DRB1_0701. The binding affinity (normalized) is 0.397.